Dataset: Experimentally validated miRNA-target interactions with 360,000+ pairs, plus equal number of negative samples. Task: Binary Classification. Given a miRNA mature sequence and a target amino acid sequence, predict their likelihood of interaction. The miRNA is hsa-miR-627-3p with sequence UCUUUUCUUUGAGACUCACU. The protein sequence of the target gene is MALVRDPEPAAGSSRWLPTHVQVTVLRASGLRGKSSGAGSTSDAYTVIQVGREKYSTSVVEKTQGCPEWCEECSFELPPGALDGLLRAQEADAGPAPWASGPNAACELVLTTMHRSLIGVDKFLGRATVALDEVFRAGRAQHTQWYRLHSKPGKKEKERGEIQVTIQFTRNNLSASMFDLSMKDKPRSPFSKLKDRVKGKKKYDLESASAILPSSALEDPELGSLGKMGKAKGFFLRNKLRKSSLTQSNTSLGSDSTLSSTSGSLVYQGPGAELLTRSPSHSSWLSTEGGRDSIQSPKLL.... Result: 0 (no interaction).